Dataset: Catalyst prediction with 721,799 reactions and 888 catalyst types from USPTO. Task: Predict which catalyst facilitates the given reaction. (1) Reactant: Cl.Cl.[Cl:3][C:4]1[N:9]=[N:8][CH:7]=[C:6]([NH:10][C:11]([CH3:16])([CH3:15])[C:12]([OH:14])=O)[CH:5]=1.C1C=CC2N(O)N=NC=2C=1.C(Cl)CCl.Cl.[F:32][C:33]([F:37])([F:36])[CH2:34][NH2:35]. Product: [Cl:3][C:4]1[N:9]=[N:8][CH:7]=[C:6]([NH:10][C:11]([CH3:16])([CH3:15])[C:12]([NH:35][CH2:34][C:33]([F:37])([F:36])[F:32])=[O:14])[CH:5]=1. The catalyst class is: 2. (2) Reactant: Cl.[CH2:2]([O:4][C:5](=[O:17])[CH2:6][C:7](=O)[CH2:8][NH:9][CH:10]1[CH2:15][CH2:14][CH2:13][CH2:12][CH2:11]1)[CH3:3].C(O)(C)(C)C.[C:23]([S-:25])#[N:24].[K+]. Product: [CH2:2]([O:4][C:5](=[O:17])[CH2:6][C:7]1[NH:24][C:23](=[S:25])[N:9]([CH:10]2[CH2:15][CH2:14][CH2:13][CH2:12][CH2:11]2)[CH:8]=1)[CH3:3]. The catalyst class is: 6. (3) Reactant: [NH2:1][C:2]([C:4]1[CH:5]=[N:6][C:7]2[C:12]([C:13]=1[NH:14][C:15]1[CH:16]=[C:17]([CH:23]=[CH:24][CH:25]=1)[C:18]([O:20]CC)=[O:19])=[CH:11][CH:10]=[C:9]([C:26]1[CH:31]=[C:30]([C:32]([F:35])([F:34])[F:33])[N:29]=[C:28]([O:36][CH3:37])[CH:27]=1)[CH:8]=2)=[O:3].[OH-].[Na+]. Product: [NH2:1][C:2]([C:4]1[CH:5]=[N:6][C:7]2[C:12]([C:13]=1[NH:14][C:15]1[CH:16]=[C:17]([CH:23]=[CH:24][CH:25]=1)[C:18]([OH:20])=[O:19])=[CH:11][CH:10]=[C:9]([C:26]1[CH:31]=[C:30]([C:32]([F:33])([F:34])[F:35])[N:29]=[C:28]([O:36][CH3:37])[CH:27]=1)[CH:8]=2)=[O:3]. The catalyst class is: 8. (4) Product: [C:1]1([C:7]2[CH:12]=[C:11]([C:13]([N:15]3[CH2:16][CH2:17][CH:18]([N:21]4[CH2:26][CH2:25][CH2:24][C@@H:23]([C:27]([N:29]5[CH2:34][CH2:33][N:32]([C:56]([N:50]6[CH2:55][CH2:54][O:53][CH2:52][CH2:51]6)=[O:57])[CH2:31][CH2:30]5)=[O:28])[CH2:22]4)[CH2:19][CH2:20]3)=[O:14])[CH:10]=[C:9]([C:35]3[CH:36]=[CH:37][CH:38]=[CH:39][CH:40]=3)[N:8]=2)[CH:6]=[CH:5][CH:4]=[CH:3][CH:2]=1. Reactant: [C:1]1([C:7]2[CH:12]=[C:11]([C:13]([N:15]3[CH2:20][CH2:19][CH:18]([N:21]4[CH2:26][CH2:25][CH2:24][C@@H:23]([C:27]([N:29]5[CH2:34][CH2:33][NH:32][CH2:31][CH2:30]5)=[O:28])[CH2:22]4)[CH2:17][CH2:16]3)=[O:14])[CH:10]=[C:9]([C:35]3[CH:40]=[CH:39][CH:38]=[CH:37][CH:36]=3)[N:8]=2)[CH:6]=[CH:5][CH:4]=[CH:3][CH:2]=1.C(N(CC)C(C)C)(C)C.[N:50]1([C:56](Cl)=[O:57])[CH2:55][CH2:54][O:53][CH2:52][CH2:51]1. The catalyst class is: 4. (5) Reactant: [Cl:1][C:2]1[CH:10]=[CH:9][C:5]([C:6]([OH:8])=[O:7])=[CH:4][C:3]=1[N+:11]([O-:13])=[O:12].[C:14]1(C)C=CC=C[CH:15]=1. Product: [Cl:1][C:2]1[CH:10]=[CH:9][C:5]([C:6]([O:8][CH2:14][CH3:15])=[O:7])=[CH:4][C:3]=1[N+:11]([O-:13])=[O:12]. The catalyst class is: 309. (6) Reactant: Br[C:2]1[C:3](=[O:20])[N:4]([C:8]2[CH:13]=[CH:12][C:11]([N+:14]([O-:16])=[O:15])=[CH:10][C:9]=2[CH2:17][O:18][CH3:19])[CH:5]=[CH:6][CH:7]=1.[CH2:21](C([Sn])=C(CCCC)CCCC)[CH2:22]CC. Product: [CH3:19][O:18][CH2:17][C:9]1[CH:10]=[C:11]([N+:14]([O-:16])=[O:15])[CH:12]=[CH:13][C:8]=1[N:4]1[CH:5]=[CH:6][CH:7]=[C:2]([CH:21]=[CH2:22])[C:3]1=[O:20]. The catalyst class is: 77.